Predict the product of the given reaction. From a dataset of Forward reaction prediction with 1.9M reactions from USPTO patents (1976-2016). (1) Given the reactants Br[C:2]1[CH:7]=[CH:6][C:5]([NH:8][C:9]2[C:13]3[CH:14]=[CH:15][C:16]([C:18]([F:21])([F:20])[F:19])=[CH:17][C:12]=3[O:11][N:10]=2)=[CH:4][CH:3]=1.[B:22]1([B:22]2[O:26][C:25]([CH3:28])([CH3:27])[C:24]([CH3:30])([CH3:29])[O:23]2)[O:26][C:25]([CH3:28])([CH3:27])[C:24]([CH3:30])([CH3:29])[O:23]1.ClCCl.C([O-])(=O)C.[K+], predict the reaction product. The product is: [CH3:29][C:24]1([CH3:30])[C:25]([CH3:28])([CH3:27])[O:26][B:22]([C:2]2[CH:7]=[CH:6][C:5]([NH:8][C:9]3[C:13]4[CH:14]=[CH:15][C:16]([C:18]([F:21])([F:20])[F:19])=[CH:17][C:12]=4[O:11][N:10]=3)=[CH:4][CH:3]=2)[O:23]1. (2) Given the reactants [H-].[Na+].[C:3]([O:7][C:8]([N:10]1[CH2:15][CH2:14][C:13]([C:24]2[CH:29]=[CH:28][C:27]([I:30])=[CH:26][CH:25]=2)([CH2:16][NH:17][C:18](=[O:23])[C:19]([F:22])([F:21])[F:20])[CH2:12][CH2:11]1)=[O:9])([CH3:6])([CH3:5])[CH3:4].[CH3:31]I, predict the reaction product. The product is: [C:3]([O:7][C:8]([N:10]1[CH2:15][CH2:14][C:13]([C:24]2[CH:29]=[CH:28][C:27]([I:30])=[CH:26][CH:25]=2)([CH2:16][N:17]([CH3:31])[C:18](=[O:23])[C:19]([F:22])([F:21])[F:20])[CH2:12][CH2:11]1)=[O:9])([CH3:6])([CH3:4])[CH3:5]. (3) Given the reactants [OH:1][CH2:2][CH:3]1[CH2:9][CH2:8][CH2:7][N:6]([C:10]([O:12][CH2:13][C:14]2[CH:19]=[CH:18][CH:17]=[CH:16][CH:15]=2)=[O:11])[CH2:5][CH2:4]1.C(N(CC)CC)C.[S:27](Cl)([C:30]1[CH:36]=[CH:35][C:33]([CH3:34])=[CH:32][CH:31]=1)(=[O:29])=[O:28].C(OCC)(=O)C.CCCCCC, predict the reaction product. The product is: [S:27]([O:1][CH2:2][CH:3]1[CH2:9][CH2:8][CH2:7][N:6]([C:10]([O:12][CH2:13][C:14]2[CH:15]=[CH:16][CH:17]=[CH:18][CH:19]=2)=[O:11])[CH2:5][CH2:4]1)([C:30]1[CH:36]=[CH:35][C:33]([CH3:34])=[CH:32][CH:31]=1)(=[O:29])=[O:28]. (4) Given the reactants C1(CCN2C3C(=CC=CC=3)C(=O)C2=O)CC1.[C:17]1([CH:23]([N:30]2[C:38]3[C:33](=[CH:34][CH:35]=[CH:36][CH:37]=3)[C:32](=[O:39])[C:31]2=[O:40])[C:24]2[CH:29]=[CH:28][CH:27]=[CH:26][CH:25]=2)[CH:22]=[CH:21][CH:20]=[CH:19][CH:18]=1.O1C2C=CC(O)=CC=2OC1.[CH3:51][C:52]1([CH3:62])[C:56]2[CH:57]=[CH:58][C:59]([OH:61])=[CH:60][C:55]=2[O:54][CH2:53]1, predict the reaction product. The product is: [C:24]1([CH:23]([C:17]2[CH:22]=[CH:21][CH:20]=[CH:19][CH:18]=2)[N:30]2[C:38]3[C:33](=[CH:34][CH:35]=[CH:36][CH:37]=3)[C:32]([OH:39])([C:58]3[C:59]([OH:61])=[CH:60][C:55]4[O:54][CH2:53][C:52]([CH3:62])([CH3:51])[C:56]=4[CH:57]=3)[C:31]2=[O:40])[CH:29]=[CH:28][CH:27]=[CH:26][CH:25]=1. (5) Given the reactants [H-].[Na+].[Br:3][C:4]1[CH:9]=[CH:8][C:7]([OH:10])=[C:6]([C:11]([F:14])([F:13])[F:12])[CH:5]=1.Cl[CH2:16][O:17][CH2:18][CH2:19][O:20][CH3:21], predict the reaction product. The product is: [Br:3][C:4]1[CH:9]=[CH:8][C:7]([O:10][CH2:16][O:17][CH2:18][CH2:19][O:20][CH3:21])=[C:6]([C:11]([F:12])([F:13])[F:14])[CH:5]=1. (6) Given the reactants [NH2:1][C:2]1[N:6]([CH:7]2[CH2:12][CH2:11][CH2:10][CH2:9][CH2:8]2)[N:5]=[C:4]([CH3:13])[C:3]=1[C:14]#[N:15].[OH-:16].[NH4+], predict the reaction product. The product is: [NH2:1][C:2]1[N:6]([CH:7]2[CH2:12][CH2:11][CH2:10][CH2:9][CH2:8]2)[N:5]=[C:4]([CH3:13])[C:3]=1[C:14]([NH2:15])=[O:16]. (7) Given the reactants [C:1]([C:3]1[N:11]=[CH:10][C:9]2[N:8]([CH2:12][O:13][CH2:14][CH2:15][Si:16]([CH3:19])([CH3:18])[CH3:17])[C:7]3[N:20]=[CH:21][CH:22]=[C:23]([N:24]4[CH2:28][CH2:27][C@H:26]([N:29]([CH2:37][CH3:38])[C:30](=[O:36])[O:31][C:32]([CH3:35])([CH3:34])[CH3:33])[CH2:25]4)[C:6]=3[C:5]=2[CH:4]=1)#[N:2].[B-](F)(F)(F)[F:40].[B-](F)(F)(F)F.C1[N+]2(CCl)CC[N+](F)(CC2)C1, predict the reaction product. The product is: [F:40][C:22]1[CH:21]=[N:20][C:7]2[N:8]([CH2:12][O:13][CH2:14][CH2:15][Si:16]([CH3:18])([CH3:19])[CH3:17])[C:9]3[CH:10]=[N:11][C:3]([C:1]#[N:2])=[CH:4][C:5]=3[C:6]=2[C:23]=1[N:24]1[CH2:28][CH2:27][C@H:26]([N:29]([CH2:37][CH3:38])[C:30](=[O:36])[O:31][C:32]([CH3:33])([CH3:34])[CH3:35])[CH2:25]1.